Binary Classification. Given a drug SMILES string, predict its activity (active/inactive) in a high-throughput screening assay against a specified biological target. From a dataset of HIV replication inhibition screening data with 41,000+ compounds from the AIDS Antiviral Screen. (1) The compound is O=C1N=C(SSC2=NC(=O)C3(NN2)c2ccccc2-c2ccccc23)NNC12c1ccccc1-c1ccccc12. The result is 0 (inactive). (2) The drug is CC1=CC2OC3C(O)C(O)C(C)(C2(COC(=O)CCl)CC1)C31CO1. The result is 0 (inactive). (3) The drug is COc1cc(Oc2nc3c(N)cc(C(F)(F)F)cc3nc2-c2ccccc2)cc(OC)c1OC. The result is 0 (inactive).